The task is: Predict which catalyst facilitates the given reaction.. This data is from Catalyst prediction with 721,799 reactions and 888 catalyst types from USPTO. (1) Reactant: C([O:4][CH2:5][C@@H:6]([N:12]([CH3:35])[C:13]([C:15]1[CH:16]=[C:17]2[C:25](=[CH:26][CH:27]=1)[N:24]([CH3:28])[C:23]1[CH2:22][CH2:21][CH:20]([CH:29]3[CH2:34][CH2:33][O:32][CH2:31][CH2:30]3)[CH2:19][C:18]2=1)=[O:14])[CH2:7][CH2:8][C:9](O)=[O:10])(=O)C.Cl.[F:37][CH2:38][CH2:39][NH2:40].C(N(CC)C(C)C)(C)C.C[O-].[Na+]. Product: [F:37][CH2:38][CH2:39][NH:40][C:9](=[O:10])[CH2:8][CH2:7][C@H:6]([N:12]([CH3:35])[C:13]([C:15]1[CH:16]=[C:17]2[C:25](=[CH:26][CH:27]=1)[N:24]([CH3:28])[C:23]1[CH2:22][CH2:21][C@@H:20]([CH:29]3[CH2:30][CH2:31][O:32][CH2:33][CH2:34]3)[CH2:19][C:18]2=1)=[O:14])[CH2:5][OH:4]. The catalyst class is: 3. (2) Reactant: [NH2:1][C:2]1[C:10]2[C:9]([C:11]3[CH:16]=[CH:15][C:14]([Cl:17])=[C:13]([Cl:18])[CH:12]=3)=[N:8][C:7](S(C)=O)=[N:6][C:5]=2[S:4][C:3]=1[C:22]([NH2:24])=[O:23].[NH2:25][CH:26]([CH2:29][OH:30])[CH2:27][OH:28]. Product: [NH2:1][C:2]1[C:10]2[C:9]([C:11]3[CH:16]=[CH:15][C:14]([Cl:17])=[C:13]([Cl:18])[CH:12]=3)=[N:8][C:7]([NH:25][CH:26]([CH2:29][OH:30])[CH2:27][OH:28])=[N:6][C:5]=2[S:4][C:3]=1[C:22]([NH2:24])=[O:23]. The catalyst class is: 16. (3) Reactant: [Br:1][C:2]1[CH:9]=[CH:8][C:5]([CH:6]=[O:7])=[CH:4][CH:3]=1.[CH:10]([Mg]Cl)([CH3:12])[CH3:11]. Product: [Br:1][C:2]1[CH:9]=[CH:8][C:5]([CH:6]([OH:7])[CH:10]([CH3:12])[CH3:11])=[CH:4][CH:3]=1. The catalyst class is: 1. (4) Reactant: [Br:1][C:2]1[C:3]([OH:18])=[N:4][C:5]([NH:8][C:9]2[CH:14]=[CH:13][C:12]([S:15]([CH3:17])=[O:16])=[CH:11][CH:10]=2)=[N:6][CH:7]=1.[N-:19]=[N+]=[N-].[Na+].S(=O)(=O)(O)O. Product: [Br:1][C:2]1[C:3]([OH:18])=[N:4][C:5]([NH:8][C:9]2[CH:10]=[CH:11][C:12]([S:15]([CH3:17])(=[NH:19])=[O:16])=[CH:13][CH:14]=2)=[N:6][CH:7]=1. The catalyst class is: 2. (5) Reactant: [C:1](#[N:3])[CH3:2].[Cl:4][C:5]1[C:6]([CH:23]([S:32]([C:35]2[CH:40]=[CH:39][C:38]([Cl:41])=[CH:37][CH:36]=2)(=[O:34])=[O:33])[C:24]2[CH:29]=[C:28]([F:30])[CH:27]=[CH:26][C:25]=2[F:31])=CC(NCC2C=CC(OC)=C(OC)C=2)=N[CH:10]=1.[N+:42]([O-])([O-])=O.[NH4+].[NH4+].[Ce+4].[N+]([O-])([O-])=O.[N+]([O-])([O-])=O.[N+]([O-])([O-])=O.[N+]([O-])([O-])=O.[N+]([O-])([O-])=O.C(=O)(O)[O-].[Na+]. Product: [Cl:4][C:5]1[C:6]([CH:23]([S:32]([C:35]2[CH:36]=[CH:37][C:38]([Cl:41])=[CH:39][CH:40]=2)(=[O:33])=[O:34])[C:24]2[CH:29]=[C:28]([F:30])[CH:27]=[CH:26][C:25]=2[F:31])=[CH:2][C:1]([NH2:42])=[N:3][CH:10]=1. The catalyst class is: 6. (6) Reactant: [OH:1][CH:2]=[C:3]([CH3:8])[C:4](OC)=O.[NH:9]1[C:13]([NH2:14])=[N:12][CH:11]=[N:10]1. Product: [CH3:8][C:3]1[CH:4]=[N:14][C:13]2[N:9]([N:10]=[CH:11][N:12]=2)[C:2]=1[OH:1]. The catalyst class is: 212. (7) Reactant: [Br:1][C:2]1[CH:3]=[C:4]([CH2:8][C:9]([NH2:12])([CH3:11])[CH3:10])[CH:5]=[CH:6][CH:7]=1.[C:13](O[C:13]([O:15][C:16]([CH3:19])([CH3:18])[CH3:17])=[O:14])([O:15][C:16]([CH3:19])([CH3:18])[CH3:17])=[O:14]. Product: [C:16]([O:15][C:13](=[O:14])[NH:12][C:9]([CH3:10])([CH3:11])[CH2:8][C:4]1[CH:5]=[CH:6][CH:7]=[C:2]([Br:1])[CH:3]=1)([CH3:19])([CH3:18])[CH3:17]. The catalyst class is: 4. (8) Reactant: [CH2:1]([C:8]1[C:9]([NH:20][CH:21]([CH2:25][CH3:26])[C:22]([OH:24])=O)=[N:10][CH:11]=[C:12]([C:14]2[CH:19]=[CH:18][CH:17]=[CH:16][CH:15]=2)[N:13]=1)[C:2]1[CH:7]=[CH:6][CH:5]=[CH:4][CH:3]=1.N1C=CC=CC=1.C1(N=C=NC2CCCCC2)CCCCC1. Product: [CH2:1]([C:8]1[NH:13][C:12]([C:14]2[CH:15]=[CH:16][CH:17]=[CH:18][CH:19]=2)=[CH:11][N:10]2[C:22](=[O:24])[C:21]([CH2:25][CH3:26])=[N:20][C:9]=12)[C:2]1[CH:7]=[CH:6][CH:5]=[CH:4][CH:3]=1. The catalyst class is: 2.